This data is from Full USPTO retrosynthesis dataset with 1.9M reactions from patents (1976-2016). The task is: Predict the reactants needed to synthesize the given product. Given the product [ClH:18].[CH3:1][N:2]([CH3:17])[CH2:3][C:5]1([C:11]2[CH:16]=[CH:15][CH:14]=[CH:13][CH:12]=2)[CH2:6][CH2:7][CH2:8][CH2:9][CH2:10]1, predict the reactants needed to synthesize it. The reactants are: [CH3:1][N:2]([CH3:17])[C:3]([C:5]1([C:11]2[CH:16]=[CH:15][CH:14]=[CH:13][CH:12]=2)[CH2:10][CH2:9][CH2:8][CH2:7][CH2:6]1)=O.[ClH:18].